Dataset: Peptide-MHC class I binding affinity with 185,985 pairs from IEDB/IMGT. Task: Regression. Given a peptide amino acid sequence and an MHC pseudo amino acid sequence, predict their binding affinity value. This is MHC class I binding data. The peptide sequence is HVVNYNGLL. The MHC is HLA-B57:01 with pseudo-sequence HLA-B57:01. The binding affinity (normalized) is 0.0847.